Dataset: Forward reaction prediction with 1.9M reactions from USPTO patents (1976-2016). Task: Predict the product of the given reaction. (1) Given the reactants C(O)(C(F)(F)F)=O.[N:8]1[CH:13]=[CH:12][CH:11]=[N:10][C:9]=1[N:14]1[CH2:19][CH2:18][CH:17]([NH:20]C(=O)OC(C)(C)C)[CH2:16][CH2:15]1, predict the reaction product. The product is: [N:8]1[CH:13]=[CH:12][CH:11]=[N:10][C:9]=1[N:14]1[CH2:15][CH2:16][CH:17]([NH2:20])[CH2:18][CH2:19]1. (2) Given the reactants [CH2:1]([NH:6][C:7]1[N:8]=[CH:9][NH:10][C:11]=1[C:12]1[NH:16][N:15]=[C:14]([C:17]2[CH:22]=[CH:21][CH:20]=[CH:19][CH:18]=2)[N:13]=1)[CH2:2][CH2:3][CH2:4][CH3:5].C1N=CN([C:28](N2C=NC=C2)=[O:29])C=1, predict the reaction product. The product is: [CH2:1]([N:6]1[C:7]2[N:8]=[CH:9][NH:10][C:11]=2[C:12]2=[N:13][C:14]([C:17]3[CH:22]=[CH:21][CH:20]=[CH:19][CH:18]=3)=[N:15][N:16]2[C:28]1=[O:29])[CH2:2][CH2:3][CH2:4][CH3:5].